From a dataset of Reaction yield outcomes from USPTO patents with 853,638 reactions. Predict the reaction yield, written as a fraction of the theoretical maximum amount of product (1.0 means a 100% yield; for example, 0.34 means a 34% yield). (1) The reactants are [CH2:1]([N:8]=[C:9]=[O:10])[CH2:2][CH2:3][CH2:4][CH2:5][CH2:6][CH3:7].[CH3:11][C:12](=[CH:18][C:19]1[CH:24]=[CH:23][C:22]([C:25]2[CH:30]=[CH:29][CH:28]=[C:27]([NH:31][CH3:32])[CH:26]=2)=[CH:21][CH:20]=1)[C:13]([O:15][CH2:16][CH3:17])=[O:14].C(N(CC)CC)C.O. The catalyst is ClCCl.C(OCC)(=O)C. The product is [CH2:1]([NH:8][C:9](=[O:10])[N:31]([C:27]1[CH:26]=[C:25]([C:22]2[CH:23]=[CH:24][C:19](/[CH:18]=[C:12](\[CH3:11])/[C:13]([O:15][CH2:16][CH3:17])=[O:14])=[CH:20][CH:21]=2)[CH:30]=[CH:29][CH:28]=1)[CH3:32])[CH2:2][CH2:3][CH2:4][CH2:5][CH2:6][CH3:7]. The yield is 0.780. (2) The reactants are [CH2:1]([N:7]=[C:8]=[O:9])[CH2:2][CH2:3][CH2:4][CH2:5][CH3:6].Cl.[CH2:11](N)[C:12]1[CH:17]=[CH:16][CH:15]=[CH:14][CH:13]=1.C([N:22](C(C)C)CC)(C)C. The catalyst is C(Cl)(Cl)Cl. The product is [CH2:1]([N:7]([CH2:11][C:12]1[CH:17]=[CH:16][CH:15]=[CH:14][CH:13]=1)[C:8]([NH2:22])=[O:9])[CH2:2][CH2:3][CH2:4][CH2:5][CH3:6]. The yield is 0.910. (3) The reactants are [F:1][C:2]([F:29])([F:28])[C:3]1[CH:4]=[C:5]([C:13]([CH3:27])([CH3:26])[C:14]([N:16]([C:18]2[CH:19]=[N:20][C:21]([Cl:25])=[CH:22][C:23]=2I)[CH3:17])=[O:15])[CH:6]=[C:7]([C:9]([F:12])([F:11])[F:10])[CH:8]=1.[CH3:30][C:31]1[CH:36]=[CH:35][N:34]=[CH:33][C:32]=1B(O)O.C(=O)([O-])[O-].[Na+].[Na+]. The catalyst is O1CCOCC1.C1C=CC([P]([Pd]([P](C2C=CC=CC=2)(C2C=CC=CC=2)C2C=CC=CC=2)([P](C2C=CC=CC=2)(C2C=CC=CC=2)C2C=CC=CC=2)[P](C2C=CC=CC=2)(C2C=CC=CC=2)C2C=CC=CC=2)(C2C=CC=CC=2)C2C=CC=CC=2)=CC=1. The product is [F:1][C:2]([F:29])([F:28])[C:3]1[CH:4]=[C:5]([C:13]([CH3:27])([CH3:26])[C:14]([N:16]([C:18]2[CH:19]=[N:20][C:21]([Cl:25])=[CH:22][C:23]=2[C:32]2[CH:33]=[N:34][CH:35]=[CH:36][C:31]=2[CH3:30])[CH3:17])=[O:15])[CH:6]=[C:7]([C:9]([F:12])([F:11])[F:10])[CH:8]=1. The yield is 0.830. (4) The reactants are [CH3:1][C:2]1([CH3:20])[C:6](=[O:7])[C:5]2[CH:8]=[C:9]([CH2:12][NH:13]C(=O)C(F)(F)F)[CH:10]=[CH:11][C:4]=2[O:3]1. The catalyst is N.CO. The product is [CH3:1][C:2]1([CH3:20])[C:6](=[O:7])[C:5]2[CH:8]=[C:9]([CH2:12][NH2:13])[CH:10]=[CH:11][C:4]=2[O:3]1. The yield is 0.260. (5) The product is [C:1]([O:4][C@H:5]1[CH2:22][CH2:21][C@@:20]2([CH3:23])[C:7](=[CH:8][CH2:9][C@@H:10]3[C@@H:19]2[CH2:18][CH2:17][C@@:15]2([CH3:16])[C@H:11]3[CH2:12][C:13]([CH:25]=[O:26])=[C:14]2[N:27]2[C:31]3[CH:32]=[CH:33][CH:34]=[CH:35][C:30]=3[N:29]=[CH:28]2)[CH2:6]1)(=[O:3])[CH3:2]. The reactants are [C:1]([O:4][C@H:5]1[CH2:22][CH2:21][C@@:20]2([CH3:23])[C:7](=[CH:8][CH2:9][C@@H:10]3[C@@H:19]2[CH2:18][CH2:17][C@@:15]2([CH3:16])[C@H:11]3[CH2:12][C:13]([CH:25]=[O:26])=[C:14]2Cl)[CH2:6]1)(=[O:3])[CH3:2].[N:27]1[C:31]2[CH:32]=[CH:33][CH:34]=[CH:35][C:30]=2[NH:29][CH:28]=1.C([O-])([O-])=O.[K+].[K+]. The yield is 0.887. The catalyst is CN(C=O)C. (6) The reactants are [OH-].[Na+].[CH3:3][CH:4]([OH:6])[CH3:5].Br[CH2:8][C:9]([O:11][C:12]([CH3:15])([CH3:14])[CH3:13])=[O:10]. The catalyst is C1C=CC=CC=1. The product is [CH:4]([O:6][CH2:8][C:9]([O:11][C:12]([CH3:15])([CH3:14])[CH3:13])=[O:10])([CH3:5])[CH3:3]. The yield is 0.130.